From a dataset of Catalyst prediction with 721,799 reactions and 888 catalyst types from USPTO. Predict which catalyst facilitates the given reaction. (1) Reactant: [CH3:1][C:2]1[CH:3]=[C:4]([OH:20])[CH:5]=[C:6]([CH3:19])[C:7]=1[N:8]=[N:9][C:10]1[CH:15]=[CH:14][C:13]([N+:16]([O-:18])=[O:17])=[CH:12][CH:11]=1.[CH2:21]([O:23][C:24](=[O:33])[C:25]([CH3:32])([CH3:31])[CH2:26][CH2:27][CH2:28][CH2:29]Br)[CH3:22].C([O-])([O-])=O.[K+].[K+].O. Product: [CH2:21]([O:23][C:24](=[O:33])[C:25]([CH3:31])([CH3:32])[CH2:26][CH2:27][CH2:28][CH2:29][O:20][C:4]1[CH:3]=[C:2]([CH3:1])[C:7]([N:8]=[N:9][C:10]2[CH:11]=[CH:12][C:13]([N+:16]([O-:18])=[O:17])=[CH:14][CH:15]=2)=[C:6]([CH3:19])[CH:5]=1)[CH3:22]. The catalyst class is: 16. (2) Reactant: C(OC(=O)[NH:10][C:11]1[C:12]([F:46])=[C:13]2[C:17](=[CH:18][CH:19]=1)[N:16]([C:20]([C:33]1[CH:38]=[CH:37][CH:36]=[CH:35][CH:34]=1)([C:27]1[CH:32]=[CH:31][CH:30]=[CH:29][CH:28]=1)[C:21]1[CH:26]=[CH:25][CH:24]=[CH:23][CH:22]=1)[N:15]=[C:14]2[C:39]1[CH:44]=[CH:43][CH:42]=[C:41]([F:45])[CH:40]=1)C1C=CC=CC=1. Product: [F:46][C:12]1[C:11]([NH2:10])=[CH:19][CH:18]=[C:17]2[C:13]=1[C:14]([C:39]1[CH:44]=[CH:43][CH:42]=[C:41]([F:45])[CH:40]=1)=[N:15][N:16]2[C:20]([C:27]1[CH:28]=[CH:29][CH:30]=[CH:31][CH:32]=1)([C:33]1[CH:38]=[CH:37][CH:36]=[CH:35][CH:34]=1)[C:21]1[CH:22]=[CH:23][CH:24]=[CH:25][CH:26]=1. The catalyst class is: 129.